Dataset: Human liver microsome stability data. Task: Regression/Classification. Given a drug SMILES string, predict its absorption, distribution, metabolism, or excretion properties. Task type varies by dataset: regression for continuous measurements (e.g., permeability, clearance, half-life) or binary classification for categorical outcomes (e.g., BBB penetration, CYP inhibition). Dataset: hlm. The drug is Cc1ccoc1C(=O)Nc1cccc(-c2nc3ncccc3o2)c1. The result is 1 (stable in human liver microsomes).